Dataset: Full USPTO retrosynthesis dataset with 1.9M reactions from patents (1976-2016). Task: Predict the reactants needed to synthesize the given product. (1) The reactants are: [CH3:1][C:2]1[C:3]([C:16]([C:18]2[CH:23]=[CH:22][C:21]([CH2:24]O)=[CH:20][CH:19]=2)=[CH2:17])=[CH:4][C:5]2[C:6]([CH3:15])([CH3:14])[CH2:7][CH2:8][C:9]([CH3:13])([CH3:12])[C:10]=2[CH:11]=1.CS(Cl)(=O)=O.[CH3:31][N:32]1[CH2:38][C:36](=[O:37])[NH:35][C:33]1=[O:34].[H-].[Na+]. Given the product [CH3:31][N:32]1[CH2:38][C:36](=[O:37])[N:35]([CH2:24][C:21]2[CH:22]=[CH:23][C:18]([C:16]([C:3]3[C:2]([CH3:1])=[CH:11][C:10]4[C:9]([CH3:13])([CH3:12])[CH2:8][CH2:7][C:6]([CH3:15])([CH3:14])[C:5]=4[CH:4]=3)=[CH2:17])=[CH:19][CH:20]=2)[C:33]1=[O:34], predict the reactants needed to synthesize it. (2) The reactants are: [F:1][C:2]1[C:15]([F:16])=[C:14]([F:17])[C:13]([F:18])=[C:12]2[C:3]=1[C:4]([OH:22])=[C:5]1[C:10](=[C:11]2[OH:19])[C:9](=[O:20])[CH2:8][CH2:7][C:6]1=[O:21].[F:23][C:24]1[C:32]([F:33])=[C:31]([F:34])[C:30]([F:35])=[C:29]2[C:25]=1[C:26](=[O:37])[O:27][C:28]2=O. Given the product [F:1][C:2]1[C:3]2[C:12](=[C:11]([OH:19])[C:10]3[C:9](=[O:20])[C:8]4[C:7]([C:6](=[O:21])[C:5]=3[C:4]=2[OH:22])=[C:28]([OH:27])[C:29]2[C:25](=[C:24]([F:23])[C:32]([F:33])=[C:31]([F:34])[C:30]=2[F:35])[C:26]=4[OH:37])[C:13]([F:18])=[C:14]([F:17])[C:15]=1[F:16], predict the reactants needed to synthesize it. (3) Given the product [ClH:15].[F:14][C:2]([F:1])([F:13])[CH2:3][O:4][C:5]1[CH:10]=[CH:9][N:8]=[C:7]([CH2:11][NH2:12])[CH:6]=1, predict the reactants needed to synthesize it. The reactants are: [F:1][C:2]([F:14])([F:13])[CH2:3][O:4][C:5]1[CH:10]=[CH:9][N:8]=[C:7]([C:11]#[N:12])[CH:6]=1.[ClH:15]. (4) Given the product [C:1]([O:5][C:6](=[O:23])[NH:7][C@H:8]([CH2:19][CH:20]([CH3:22])[CH3:21])[C:9](=[O:10])[NH:11][C:12]1[CH:17]=[CH:16][C:15]([C:33]2[CH:34]=[CH:35][N:30]=[CH:31][CH:32]=2)=[CH:14][CH:13]=1)([CH3:4])([CH3:3])[CH3:2], predict the reactants needed to synthesize it. The reactants are: [C:1]([O:5][C:6](=[O:23])[NH:7][CH:8]([CH2:19][CH:20]([CH3:22])[CH3:21])[C:9]([NH:11][C:12]1[CH:17]=[CH:16][C:15](Br)=[CH:14][CH:13]=1)=[O:10])([CH3:4])([CH3:3])[CH3:2].C(=O)([O-])[O-].[Cs+].[Cs+].[N:30]1[CH:35]=[CH:34][C:33](B(O)O)=[CH:32][CH:31]=1. (5) Given the product [F:39][C:40]([F:45])([F:44])[C:41]([OH:43])=[O:42].[C:31]([C@H:27]1[CH2:28][CH2:29][CH2:30][N:26]1[C:24](=[O:25])[CH2:23][NH:22][C:18]1[CH:17]=[C:16]([NH:15][CH2:14][C:13]([N:9]2[CH2:10][CH2:11][CH2:12][C@@H:8]2[C:6]([OH:7])=[O:5])=[O:38])[CH:21]=[CH:20][CH:19]=1)([OH:33])=[O:32], predict the reactants needed to synthesize it. The reactants are: C([O:5][C:6]([C@H:8]1[CH2:12][CH2:11][CH2:10][N:9]1[C:13](=[O:38])[CH2:14][NH:15][C:16]1[CH:21]=[CH:20][CH:19]=[C:18]([NH:22][CH2:23][C:24]([N:26]2[CH2:30][CH2:29][CH2:28][C@@H:27]2[C:31]([O:33]C(C)(C)C)=[O:32])=[O:25])[CH:17]=1)=[O:7])(C)(C)C.[F:39][C:40]([F:45])([F:44])[C:41]([OH:43])=[O:42]. (6) Given the product [C:1]1([S:7]([NH:10][C:11]2[S:15][C:14]3[CH2:17][CH2:18][CH2:19][C:13]=3[C:12]=2[C:20]([O:22][CH2:23][CH3:24])=[O:21])(=[O:9])=[O:8])[CH:6]=[CH:5][CH:4]=[CH:3][CH:2]=1, predict the reactants needed to synthesize it. The reactants are: [C:1]1([S:7]([NH:10][C:11]2[S:15][C:14]3C[CH2:17][CH2:18][CH2:19][C:13]=3[C:12]=2[C:20]([O:22][CH2:23][CH3:24])=[O:21])(=[O:9])=[O:8])[CH:6]=[CH:5][CH:4]=[CH:3][CH:2]=1.NC1SC2CCCC=2C=1C(OCC)=O.C1(S(Cl)(=O)=O)C=CC=CC=1. (7) Given the product [C:41]([OH:53])(=[O:52])[CH2:42][NH:43][C:44]([C:46]1[CH:47]=[CH:48][CH:49]=[CH:50][CH:51]=1)=[O:45].[NH2:1][C@@H:2]([CH2:8][C:9]1[CH:10]=[CH:11][C:12]([C:15]2[CH:20]=[C:19]([O:21][C@H:22]([C:27]3[CH:32]=[CH:31][C:30]([Cl:33])=[CH:29][C:28]=3[N:34]3[CH:38]=[CH:37][C:36]([CH3:39])=[N:35]3)[C:23]([F:25])([F:26])[F:24])[N:18]=[C:17]([NH2:40])[N:16]=2)=[CH:13][CH:14]=1)[C:3]([O:5][CH2:6][CH3:7])=[O:4], predict the reactants needed to synthesize it. The reactants are: [NH2:1][C@@H:2]([CH2:8][C:9]1[CH:14]=[CH:13][C:12]([C:15]2[CH:20]=[C:19]([O:21][C@H:22]([C:27]3[CH:32]=[CH:31][C:30]([Cl:33])=[CH:29][C:28]=3[N:34]3[CH:38]=[CH:37][C:36]([CH3:39])=[N:35]3)[C:23]([F:26])([F:25])[F:24])[N:18]=[C:17]([NH2:40])[N:16]=2)=[CH:11][CH:10]=1)[C:3]([O:5][CH2:6][CH3:7])=[O:4].[C:41]([OH:53])(=[O:52])[CH2:42][NH:43][C:44]([C:46]1[CH:51]=[CH:50][CH:49]=[CH:48][CH:47]=1)=[O:45].